Dataset: Experimentally validated miRNA-target interactions with 360,000+ pairs, plus equal number of negative samples. Task: Binary Classification. Given a miRNA mature sequence and a target amino acid sequence, predict their likelihood of interaction. (1) The miRNA is mmu-miR-5125 with sequence UCUGCCUGGGAUUUCCUUGU. The protein sequence of the target gene is MPAGSRAGSRLRSGSLPRPSRLTLKALRPAYAPRTPDSNGDLDTGSELGPGSPAPTAEEVEKEMAGPSQLCIRRWTTKHVAVWLKDEGFFEYVDILCNKHRLDGITLLTLTEYDLRSPPLEIKVLGDIKRLMLSVRKLQKIHTDVLEEMGYNSDSPMSPMTPFLSALQSADWLCNGEPTHSCDGPIPDLSSDQYQYMNGKNKHSARRLDPEYWKTILSCVYVFIVFGFTSFIMVIVHERVPDMQTYPPLPDIFLDSVPRIPWAFSMTEVCGVILCYIWILVLLLHKHRSILLRRLCSLMG.... Result: 1 (interaction). (2) The miRNA is hsa-miR-10b-5p with sequence UACCCUGUAGAACCGAAUUUGUG. The protein sequence of the target gene is MWRVCARRAQNVAPWAGLEARWTALQEVPGTPRVTSRSGPAPARRNSVTTGYGGVRALCGWTPSSGATPRNRLLLQLLGSPGRRYYSLPPHQKVPLPSLSPTMQAGTIARWEKKEGDKINEGDLIAEVETDKATVGFESLEECYMAKILVAEGTRDVPIGAIICITVGKPEDIEAFKNYTLDSSAAPTPQAAPAPTPAATASPPTPSAQAPGSSYPPHMQVLLPALSPTMTMGTVQRWEKKVGEKLSEGDLLAEIETDKATIGFEVQEEGYLAKILVPEGTRDVPLGTPLCIIVEKEADI.... Result: 1 (interaction). (3) Result: 0 (no interaction). The protein sequence of the target gene is MAEVEAVQLKEEGNRHFQLQDYKAATNSYSQALKLTKDKALLATLYRNRAACGLKTESYVQAASDASRAIDINSSDIKALYRRCQALEHLGKLDQAFKDVQRCATLEPRNQNFQEMLRRLNTSIQEKLRVQFSTDSRVQKMFEILLDENSEADKREKAANNLIVLGREEAGAEKIFQNNGVALLLQLLDTKKPELVLAAVRTLSGMCSGHQARATVILHAVRIDRICSLMAVENEEMSLAVCNLLQAIIDSLSGEDKREHRGKEEALVLDTKKDLKQITSHLLDMLVSKKVSGQGRDQAL.... The miRNA is hsa-miR-1245b-5p with sequence UAGGCCUUUAGAUCACUUAAA. (4) The miRNA is mmu-miR-203-3p with sequence GUGAAAUGUUUAGGACCACUAG. The protein sequence of the target gene is MPQLSGGGGGGDPELCATDEMIPFKDEGDPQKEKIFAEISHPEEEGDLADIKSSLVNESEIIPASNGHEVVRQAPSSQEPYHDKAREHPDEGKHPDGGLYNKGPSYSSYSGYIMMPNMNSDPYMSNGSLSPPIPRTSNKVPVVQPSHAVHPLTPLITYSDEHFSPGSHPSHIPSDVNSKQGMSRHPPAPEIPTFYPLSPGGVGQITPPIGWQGQPVYPITGGFRQPYPSSLSGDTSMSRFSHHMIPGPPGPHTTGIPHPAIVTPQVKQEHPHTDSDLMHVKPQHEQRKEQEPKRPHIKKP.... Result: 0 (no interaction).